This data is from Forward reaction prediction with 1.9M reactions from USPTO patents (1976-2016). The task is: Predict the product of the given reaction. (1) Given the reactants [F:1][CH:2]1[CH2:5][N:4]([C:6]2[N:11]=[CH:10][N:9]=[C:8]3[N:12]([CH3:16])[N:13]=[C:14](I)[C:7]=23)[CH2:3]1.[CH3:17][N:18]1[CH:22]=[C:21](B2OC(C)(C)C(C)(C)O2)[CH:20]=[N:19]1.C1(P(C2CCCCC2)C2CCCCC2)CCCCC1.P([O-])([O-])([O-])=O.[K+].[K+].[K+], predict the reaction product. The product is: [F:1][CH:2]1[CH2:5][N:4]([C:6]2[N:11]=[CH:10][N:9]=[C:8]3[N:12]([CH3:16])[N:13]=[C:14]([C:21]4[CH:20]=[N:19][N:18]([CH3:17])[CH:22]=4)[C:7]=23)[CH2:3]1. (2) The product is: [C:9]([Si:13]([CH3:16])([CH3:15])[O:7][C@@H:4]1[CH2:5][CH2:6][C@H:1]([OH:8])[CH2:2][CH2:3]1)([CH3:12])([CH3:11])[CH3:10]. Given the reactants [C@H:1]1([OH:8])[CH2:6][CH2:5][C@@H:4]([OH:7])[CH2:3][CH2:2]1.[C:9]([Si:13]([CH3:16])([CH3:15])Cl)([CH3:12])([CH3:11])[CH3:10].N1C=CN=C1, predict the reaction product. (3) Given the reactants [NH2:1][C:2]1[CH:7]=[C:6]([C:8]2[CH:13]=[C:12]([F:14])[C:11]([Si:15]([CH3:18])([CH3:17])[CH3:16])=[CH:10][C:9]=2[F:19])[N:5]=[C:4]([C:20]([O:22][CH3:23])=[O:21])[C:3]=1[Cl:24].[Br:25]Br.[O-]S([O-])(=S)=O.[Na+].[Na+], predict the reaction product. The product is: [NH2:1][C:2]1[C:7]([Br:25])=[C:6]([C:8]2[CH:13]=[C:12]([F:14])[C:11]([Si:15]([CH3:17])([CH3:18])[CH3:16])=[CH:10][C:9]=2[F:19])[N:5]=[C:4]([C:20]([O:22][CH3:23])=[O:21])[C:3]=1[Cl:24]. (4) Given the reactants [OH:1][CH2:2][C:3]1[CH:4]=[C:5]([NH:9][C:10](=[O:16])[O:11][C:12]([CH3:15])([CH3:14])[CH3:13])[CH:6]=[CH:7][CH:8]=1.[CH3:17][C:18]([Si:21](Cl)([CH3:23])[CH3:22])([CH3:20])[CH3:19].CN(C=O)C.N1C=CN=C1, predict the reaction product. The product is: [Si:21]([O:1][CH2:2][C:3]1[CH:4]=[C:5]([NH:9][C:10](=[O:16])[O:11][C:12]([CH3:13])([CH3:15])[CH3:14])[CH:6]=[CH:7][CH:8]=1)([C:18]([CH3:20])([CH3:19])[CH3:17])([CH3:23])[CH3:22]. (5) The product is: [C:27]([O:26][C:24](=[O:25])[NH:23][C:9]1[CH:10]=[C:11]([C:33]2[CH:38]=[CH:37][CH:36]=[CH:35][C:34]=2[S:39]([C:42]([F:43])([F:44])[F:45])(=[O:40])=[O:41])[CH:12]=[CH:13][C:8]=1[NH:7][C:6]([O:5][C:1]([CH3:3])([CH3:4])[CH3:2])=[O:31])([CH3:30])([CH3:29])[CH3:28]. Given the reactants [C:1]([O:5][C:6](=[O:31])[NH:7][C:8]1[CH:13]=[CH:12][C:11](B2OC(C)(C)C(C)(C)O2)=[CH:10][C:9]=1[NH:23][C:24]([O:26][C:27]([CH3:30])([CH3:29])[CH3:28])=[O:25])([CH3:4])([CH3:3])[CH3:2].Cl[C:33]1[CH:38]=[CH:37][CH:36]=[CH:35][C:34]=1[S:39]([C:42]([F:45])([F:44])[F:43])(=[O:41])=[O:40].C(=O)([O-])[O-].[Na+].[Na+], predict the reaction product. (6) Given the reactants [NH2:1][C:2]1[CH:7]=[CH:6][C:5]([C:8]2[C:9]([C:14]([NH:16][C:17]3[CH:18]=[C:19]4[C:23](=[CH:24][CH:25]=3)[N:22]([C:26](=[O:34])[CH2:27][C:28]3[CH:33]=[CH:32][CH:31]=[CH:30][N:29]=3)[CH2:21][CH2:20]4)=[O:15])=[CH:10][CH:11]=[CH:12][CH:13]=2)=[CH:4][CH:3]=1.[C:35](OC(=O)C)(=[O:37])[CH3:36].O.C(=O)([O-])[O-].[K+].[K+], predict the reaction product. The product is: [C:35]([NH:1][C:2]1[CH:7]=[CH:6][C:5]([C:8]2[C:9]([C:14]([NH:16][C:17]3[CH:18]=[C:19]4[C:23](=[CH:24][CH:25]=3)[N:22]([C:26](=[O:34])[CH2:27][C:28]3[CH:33]=[CH:32][CH:31]=[CH:30][N:29]=3)[CH2:21][CH2:20]4)=[O:15])=[CH:10][CH:11]=[CH:12][CH:13]=2)=[CH:4][CH:3]=1)(=[O:37])[CH3:36]. (7) Given the reactants [C:1]([C:9]1[CH:10]=[CH:11][C:12](F)=[C:13]([CH:16]=1)[CH:14]=O)(=[O:8])[C:2]1[CH:7]=[CH:6][CH:5]=[CH:4][CH:3]=1.[C:18]([O:22][CH3:23])(=[O:21])[CH2:19][SH:20].C(=O)([O-])[O-].[K+].[K+].CN(C)C=O, predict the reaction product. The product is: [C:1]([C:9]1[CH:10]=[CH:11][C:12]2[S:20][C:19]([C:18]([O:22][CH3:23])=[O:21])=[CH:14][C:13]=2[CH:16]=1)(=[O:8])[C:2]1[CH:7]=[CH:6][CH:5]=[CH:4][CH:3]=1. (8) Given the reactants [F:1][C:2]1[CH:7]=[C:6](OC)[CH:5]=[C:4](F)[C:3]=1[C:11]1[S:12][CH:13]=[C:14]([C:16]([OH:18])=[O:17])[N:15]=1.[F:19]C1C=CC(F)=CC=1B(O)O, predict the reaction product. The product is: [F:1][C:2]1[CH:7]=[CH:6][C:5]([F:19])=[CH:4][C:3]=1[C:11]1[S:12][CH:13]=[C:14]([C:16]([OH:18])=[O:17])[N:15]=1. (9) Given the reactants [NH2:1][C:2]1[C:11]2[C:6](=[C:7](I)[C:8]([Cl:12])=[CH:9][CH:10]=2)[N:5]=[N:4][C:3]=1[C:14]([NH:16][CH2:17][CH2:18][CH3:19])=[O:15].[CH3:20][C:21]1[CH:26]=[CH:25][C:24]([CH3:27])=[CH:23][C:22]=1B(O)O, predict the reaction product. The product is: [NH2:1][C:2]1[C:11]2[C:6](=[C:7]([C:22]3[CH:23]=[C:24]([CH3:27])[CH:25]=[CH:26][C:21]=3[CH3:20])[C:8]([Cl:12])=[CH:9][CH:10]=2)[N:5]=[N:4][C:3]=1[C:14]([NH:16][CH2:17][CH2:18][CH3:19])=[O:15]. (10) Given the reactants [SH:1][C:2]1[N:3]([CH3:7])[CH:4]=[CH:5][N:6]=1.Br[CH2:9][C:10]([C:12]1([C:15]2[CH:20]=[CH:19][C:18]([Cl:21])=[CH:17][CH:16]=2)[CH2:14][CH2:13]1)=[O:11].CCN(CC)CC, predict the reaction product. The product is: [Cl:21][C:18]1[CH:17]=[CH:16][C:15]([C:12]2([C:10](=[O:11])[CH2:9][S:1][C:2]3[N:3]([CH3:7])[CH:4]=[CH:5][N:6]=3)[CH2:13][CH2:14]2)=[CH:20][CH:19]=1.